The task is: Predict the reactants needed to synthesize the given product.. This data is from Full USPTO retrosynthesis dataset with 1.9M reactions from patents (1976-2016). (1) Given the product [NH2:1][C:2]1[CH:3]=[CH:4][C:5]([F:11])=[C:6]([CH:10]=1)[C:7]([O:9][CH3:12])=[O:8], predict the reactants needed to synthesize it. The reactants are: [NH2:1][C:2]1[CH:3]=[CH:4][C:5]([F:11])=[C:6]([CH:10]=1)[C:7]([OH:9])=[O:8].[CH3:12]O. (2) Given the product [O:30]=[C:27]1[C:26]2[CH:31]=[CH:32][C:23]([CH2:22][CH2:21][N:15]3[CH2:20][CH2:19][N:18]([CH2:1][CH:3]4[C:12]5[C:7](=[CH:8][C:9]([C:13]#[N:14])=[CH:10][CH:11]=5)[O:6][CH2:5][CH2:4]4)[CH2:17][CH2:16]3)=[CH:24][C:25]=2[CH2:29][O:28]1, predict the reactants needed to synthesize it. The reactants are: [CH:1]([CH:3]1[C:12]2[C:7](=[CH:8][C:9]([C:13]#[N:14])=[CH:10][CH:11]=2)[O:6][CH2:5][CH2:4]1)=O.[N:15]1([CH2:21][CH2:22][C:23]2[CH:32]=[CH:31][C:26]3[C:27](=[O:30])[O:28][CH2:29][C:25]=3[CH:24]=2)[CH2:20][CH2:19][NH:18][CH2:17][CH2:16]1.C(O[BH-](OC(=O)C)OC(=O)C)(=O)C.[Na+]. (3) The reactants are: [F:1][C:2]1[C:3]([I:15])=[C:4]([NH:8]C(=O)C(C)(C)C)[CH:5]=[N:6][CH:7]=1.Cl. Given the product [F:1][C:2]1[C:3]([I:15])=[C:4]([NH2:8])[CH:5]=[N:6][CH:7]=1, predict the reactants needed to synthesize it. (4) Given the product [ClH:1].[NH:27]1[C:28]2[C:33](=[CH:32][CH:31]=[CH:30][CH:29]=2)[C:25]([N:19]2[CH2:20][CH2:21][N:22]([CH2:2][CH2:3][C:4]3[CH:9]=[CH:8][C:7]([N:10]([CH2:14][CH2:15][CH3:16])[C:11](=[O:13])[CH3:12])=[C:6]([CH3:17])[CH:5]=3)[CH2:23][CH2:24]2)=[N:26]1, predict the reactants needed to synthesize it. The reactants are: [Cl:1][CH2:2][CH2:3][C:4]1[CH:9]=[CH:8][C:7]([N:10]([CH2:14][CH2:15][CH3:16])[C:11](=[O:13])[CH3:12])=[C:6]([CH3:17])[CH:5]=1.Cl.[N:19]1([C:25]2[C:33]3[C:28](=[CH:29][CH:30]=[CH:31][CH:32]=3)[NH:27][N:26]=2)[CH2:24][CH2:23][NH:22][CH2:21][CH2:20]1. (5) Given the product [C:8]1([C:7]2[N:6]=[C:5]3[N:14]4[C:20]([C:21]5[CH:26]=[N:25][CH:24]=[CH:23][N:22]=5)=[N:19][N:18]=[C:15]4[CH:16]=[CH:17][C:4]3=[N:3][C:2]=2[C:41]2[CH:42]=[CH:43][C:38]([C:34]3([NH:33][C:32](=[O:53])[O:31][C:27]([CH3:30])([CH3:28])[CH3:29])[CH2:37][CH2:36][CH2:35]3)=[CH:39][CH:40]=2)[CH:9]=[CH:10][CH:11]=[CH:12][CH:13]=1, predict the reactants needed to synthesize it. The reactants are: Cl[C:2]1[N:3]=[C:4]2[CH:17]=[CH:16][C:15]3=[N:18][N:19]=[C:20]([C:21]4[CH:26]=[N:25][CH:24]=[CH:23][N:22]=4)[N:14]3[C:5]2=[N:6][C:7]=1[C:8]1[CH:13]=[CH:12][CH:11]=[CH:10][CH:9]=1.[C:27]([O:31][C:32](=[O:53])[NH:33][C:34]1([C:38]2[CH:43]=[CH:42][C:41](B3OC(C)(C)C(C)(C)O3)=[CH:40][CH:39]=2)[CH2:37][CH2:36][CH2:35]1)([CH3:30])([CH3:29])[CH3:28].C(=O)([O-])[O-].[K+].[K+].O. (6) Given the product [CH3:34][C:24]1[CH:29]=[CH:28][C:27]([S:30]([O:9][CH2:8]/[CH:7]=[CH:6]/[Sn:5]([CH2:1][CH2:2][CH2:3][CH3:4])([CH2:10][CH2:11][CH2:12][CH3:13])[CH2:14][CH2:15][CH2:16][CH3:17])(=[O:32])=[O:31])=[CH:26][CH:25]=1, predict the reactants needed to synthesize it. The reactants are: [CH2:1]([Sn:5]([CH2:14][CH2:15][CH2:16][CH3:17])([CH2:10][CH2:11][CH2:12][CH3:13])/[CH:6]=[CH:7]/[CH2:8][OH:9])[CH2:2][CH2:3][CH3:4].C[Si](C)(C)[O-].[K+].[C:24]1([CH3:34])[CH:29]=[CH:28][C:27]([S:30](Cl)(=[O:32])=[O:31])=[CH:26][CH:25]=1. (7) Given the product [CH3:29][C:2]([C:1]([O:14][CH2:16][CH2:15][OH:27])=[O:13])=[CH2:3], predict the reactants needed to synthesize it. The reactants are: [C:1]([O-:14])(=[O:13])[CH2:2][CH2:3]CCCCCCCCC.[C:15]([O-])(=[O:27])[CH2:16]CCCCCCCCCC.[CH2:29]([Sn+2]CCCC)CCC.C1CCCCC1. (8) Given the product [CH3:12][O:1][CH2:2][CH:3]1[NH:8][C:7](=[O:9])[CH2:6][CH2:5][CH2:4]1, predict the reactants needed to synthesize it. The reactants are: [OH:1][CH2:2][CH:3]1[NH:8][C:7](=[O:9])[CH2:6][CH2:5][CH2:4]1.[H-].[Na+].[CH3:12]I.